From a dataset of Catalyst prediction with 721,799 reactions and 888 catalyst types from USPTO. Predict which catalyst facilitates the given reaction. (1) Reactant: [OH-].[Na+].FC(F)(F)C([N:7]=[C:8]1[CH:13]=[CH:12][CH:11]=[CH:10][N:9]1[CH2:14][CH2:15][O:16][C:17]1[CH:26]=[CH:25][C:20]([C:21]([O:23]C)=[O:22])=[CH:19][CH:18]=1)=O. Product: [NH:7]=[C:8]1[CH:13]=[CH:12][CH:11]=[CH:10][N:9]1[CH2:14][CH2:15][O:16][C:17]1[CH:18]=[CH:19][C:20]([C:21]([OH:23])=[O:22])=[CH:25][CH:26]=1. The catalyst class is: 486. (2) Reactant: C[O:2][C:3](=[O:31])[CH:4]([S:21][CH2:22][CH2:23][C:24]1[CH:29]=[CH:28][C:27]([F:30])=[CH:26][CH:25]=1)[CH2:5][C:6]1[CH:11]=[CH:10][C:9]([C:12]([CH3:20])([CH3:19])[O:13][SiH2:14][C:15]([CH3:18])([CH3:17])[CH3:16])=[CH:8][CH:7]=1.O.[OH-].[Na+]. Product: [C:15]([SiH2:14][O:13][C:12]([CH3:20])([CH3:19])[C:9]1[CH:8]=[CH:7][C:6]([CH2:5][CH:4]([S:21][CH2:22][CH2:23][C:24]2[CH:25]=[CH:26][C:27]([F:30])=[CH:28][CH:29]=2)[C:3]([OH:31])=[O:2])=[CH:11][CH:10]=1)([CH3:18])([CH3:16])[CH3:17]. The catalyst class is: 1. (3) Reactant: [C:1]([O:8][CH3:9])(=[O:7])[CH2:2][CH2:3][CH2:4][C:5]#[CH:6].[CH2:10]([SnH:14]([CH2:19][CH2:20][CH2:21][CH3:22])[CH2:15][CH2:16][CH2:17][CH3:18])[CH2:11][CH2:12][CH3:13]. Product: [CH2:19]([Sn:14]([CH2:10][CH2:11][CH2:12][CH3:13])([CH2:15][CH2:16][CH2:17][CH3:18])[C:5](=[CH2:6])[CH2:4][CH2:3][CH2:2][C:1]([O:8][CH3:9])=[O:7])[CH2:20][CH2:21][CH3:22]. The catalyst class is: 2. (4) Reactant: [I:1][C:2]1[N:3]=[C:4]([C@@H:7]2[CH2:11][C@H:10]([CH3:12])[CH2:9][NH:8]2)[NH:5][CH:6]=1.[CH3:13][O:14][C:15]([N:17]([CH3:25])[C@@H:18]([CH:22]([CH3:24])[CH3:23])[C:19](O)=[O:20])=[O:16].N1C(C)=CC(C)=CC=1C.CN(C(ON1N=NC2C=CC=NC1=2)=[N+](C)C)C.F[P-](F)(F)(F)(F)F. Product: [I:1][C:2]1[N:3]=[C:4]([C@@H:7]2[CH2:11][C@H:10]([CH3:12])[CH2:9][N:8]2[C:19]([C@@H:18]([N:17]([CH3:25])[C:15](=[O:16])[O:14][CH3:13])[CH:22]([CH3:24])[CH3:23])=[O:20])[NH:5][CH:6]=1. The catalyst class is: 31. (5) Reactant: C(NC(C)C)(C)C.C([Li])CCC.[SH:13][C:14]1[S:15][CH:16]=[CH:17][N:18]=1.[F:19][C:20]([F:26])([F:25])[C:21](=[O:24])[CH2:22][CH3:23]. Product: [F:19][C:20]([F:26])([F:25])[C:21]([C:16]1[S:15][C:14]([SH:13])=[N:18][CH:17]=1)([OH:24])[CH2:22][CH3:23]. The catalyst class is: 1. (6) Reactant: [O:1]=[S:2]1(=[O:30])[CH2:7][CH2:6][N:5]([C:8]([C:10]2[NH:11][C:12]3[C:17]([CH:18]=2)=[CH:16][C:15]([C:19]([N:21]2[CH2:26][CH2:25][N:24]([CH:27]([CH3:29])[CH3:28])[CH2:23][CH2:22]2)=[O:20])=[CH:14][CH:13]=3)=[O:9])[CH2:4][CH2:3]1.[H-].[Na+].CS(O[CH2:38][C:39]([F:42])([F:41])[F:40])(=O)=O. Product: [O:30]=[S:2]1(=[O:1])[CH2:7][CH2:6][N:5]([C:8]([C:10]2[N:11]([CH2:38][C:39]([F:42])([F:41])[F:40])[C:12]3[C:17]([CH:18]=2)=[CH:16][C:15]([C:19]([N:21]2[CH2:22][CH2:23][N:24]([CH:27]([CH3:28])[CH3:29])[CH2:25][CH2:26]2)=[O:20])=[CH:14][CH:13]=3)=[O:9])[CH2:4][CH2:3]1. The catalyst class is: 9. (7) Reactant: N#N.C([O:5][C:6]([C:8]1[N:9]=[C:10]([CH2:13][C:14]2[O:15][C:16]([C:19](=[O:21])[CH3:20])=[CH:17][CH:18]=2)[S:11][CH:12]=1)=[O:7])C.[OH-].[Na+]. Product: [C:19]([C:16]1[O:15][C:14]([CH2:13][C:10]2[S:11][CH:12]=[C:8]([C:6]([OH:7])=[O:5])[N:9]=2)=[CH:18][CH:17]=1)(=[O:21])[CH3:20]. The catalyst class is: 295. (8) Reactant: [Cl:1][C:2]1[N:7]=[CH:6][C:5]([C:8]2[CH:9]=[CH:10][C:11]3[O:17][CH2:16][CH2:15][N:14]([C:18]([O:20][C:21]([CH3:24])([CH3:23])[CH3:22])=[O:19])[CH2:13][C:12]=3[CH:25]=2)=[CH:4][CH:3]=1.C1C=C(Cl)C=C(C(OO)=[O:34])C=1. Product: [C:21]([O:20][C:18]([N:14]1[CH2:13][C:12]2[CH:25]=[C:8]([C:5]3[CH:4]=[CH:3][C:2]([Cl:1])=[N+:7]([O-:34])[CH:6]=3)[CH:9]=[CH:10][C:11]=2[O:17][CH2:16][CH2:15]1)=[O:19])([CH3:22])([CH3:24])[CH3:23]. The catalyst class is: 22. (9) Reactant: [F:1][C:2]1[CH:3]=[C:4]([N:9]2[CH2:13][C@H:12]([CH2:14]OS(C)(=O)=O)[O:11][C:10]2=[O:20])[CH:5]=[CH:6][C:7]=1[I:8].[C:21]1(=[O:31])[NH:25][C:24](=[O:26])[C:23]2=[CH:27][CH:28]=[CH:29][CH:30]=[C:22]12.[K]. Product: [F:1][C:2]1[CH:3]=[C:4]([N:9]2[CH2:13][C@@H:12]([CH2:14][N:25]3[C:21](=[O:31])[C:22]4[C:23](=[CH:27][CH:28]=[CH:29][CH:30]=4)[C:24]3=[O:26])[O:11][C:10]2=[O:20])[CH:5]=[CH:6][C:7]=1[I:8]. The catalyst class is: 9. (10) Reactant: [C:1]([N:8]1[CH:12]=[CH:11]N=C1)(N1C=CN=C1)=[O:2].[F:13][C:14]([F:18])([F:17])[CH2:15][NH2:16].NCC1[CH:26]=[CH:25][C:24]([C:27]2[CH2:31][C:30]([C:36]3[CH:41]=[C:40]([Cl:42])[CH:39]=[C:38]([Cl:43])[CH:37]=3)([C:32]([F:35])([F:34])[F:33])[O:29][N:28]=2)=[CH:23][CH:22]=1. Product: [Cl:43][C:38]1[CH:37]=[C:36]([C:30]2([C:32]([F:34])([F:33])[F:35])[O:29][N:28]=[C:27]([C:24]3[CH:23]=[CH:22][C:11]([CH2:12][NH:8][C:1]([NH:16][CH2:15][C:14]([F:18])([F:17])[F:13])=[O:2])=[CH:26][CH:25]=3)[CH2:31]2)[CH:41]=[C:40]([Cl:42])[CH:39]=1. The catalyst class is: 54.